Dataset: Reaction yield outcomes from USPTO patents with 853,638 reactions. Task: Predict the reaction yield, written as a fraction of the theoretical maximum amount of product (1.0 means a 100% yield; for example, 0.34 means a 34% yield). (1) The reactants are [CH3:1][C:2]1[N:7]=[C:6]2[S:8][C:9]3[CH2:14][CH2:13][CH2:12][CH2:11][C:10]=3[C:5]2=[C:4]([C:15]2[CH:20]=[CH:19][C:18](OC(F)(F)F)=[CH:17][CH:16]=2)[C:3]=1[CH2:26][C:27]([O:29][CH3:30])=[O:28].[Li+].C[Si]([N-][Si](C)(C)C)(C)C.[CH2:41]1[CH2:45]OC[CH2:42]1.I[CH2:47][CH2:48][CH3:49]. The catalyst is CN(C=O)C. The product is [CH3:1][C:2]1[N:7]=[C:6]2[S:8][C:9]3[CH2:14][CH2:13][CH2:12][CH2:11][C:10]=3[C:5]2=[C:4]([C:15]2[C:20]3[C:2](=[CH:16][CH:17]=[CH:18][CH:19]=3)[N:7]([CH2:47][CH2:48][CH3:49])[C:6]=2[CH3:5])[C:3]=1[CH:26]([CH2:42][CH2:41][CH3:45])[C:27]([O:29][CH3:30])=[O:28]. The yield is 0.500. (2) The catalyst is C1COCC1. The product is [Cl:9][CH2:10][C:11]1[O:15][N:14]=[C:13]([C:16]([CH:18]2[CH2:23][CH2:22][CH2:21][CH2:20][CH2:19]2)([C:1]2[CH:6]=[CH:5][CH:4]=[CH:3][CH:2]=2)[OH:17])[N:12]=1. The reactants are [CH:1]1([Mg]Cl)[CH2:6][CH2:5][CH2:4][CH2:3][CH2:2]1.[Cl:9][CH2:10][C:11]1[O:15][N:14]=[C:13]([C:16]([C:18]2[CH:23]=[CH:22][CH:21]=[CH:20][CH:19]=2)=[O:17])[N:12]=1. The yield is 0.820. (3) The reactants are [Cl:1][C:2]1[CH:3]=[C:4]([F:10])[C:5]([CH2:8]O)=[N:6][CH:7]=1.S(Cl)([Cl:13])=O. The catalyst is ClCCl. The product is [ClH:1].[Cl:1][C:2]1[CH:3]=[C:4]([F:10])[C:5]([CH2:8][Cl:13])=[N:6][CH:7]=1. The yield is 0.680. (4) The reactants are [F:1][C:2]([Si](C)(C)C)([F:4])[F:3].[Cl:9][C:10]1[CH:15]=[C:14]([O:16][CH3:17])[CH:13]=[CH:12][C:11]=1[CH:18]([CH3:32])[C:19]([C:21]1[CH:22]=[CH:23][C:24]2[O:28][C:27](=[O:29])[N:26]([CH3:30])[C:25]=2[CH:31]=1)=[O:20].O.O.O.[F-].C([N+](CCCC)(CCCC)CCCC)CCC.[F-].C([N+](CCCC)(CCCC)CCCC)CCC. The catalyst is C1COCC1. The product is [Cl:9][C:10]1[CH:15]=[C:14]([O:16][CH3:17])[CH:13]=[CH:12][C:11]=1[CH:18]([CH3:32])[C:19]([C:21]1[CH:22]=[CH:23][C:24]2[O:28][C:27](=[O:29])[N:26]([CH3:30])[C:25]=2[CH:31]=1)([OH:20])[C:2]([F:4])([F:3])[F:1]. The yield is 0.800. (5) The reactants are [Br:1][C:2]1[CH:7]=[CH:6][C:5]([OH:8])=[CH:4][N:3]=1.[C:9]([O:13][C:14](=[O:19])[NH:15][CH2:16][CH2:17]Br)([CH3:12])([CH3:11])[CH3:10].C(=O)([O-])[O-].[K+].[K+]. The catalyst is C(#N)C.O. The product is [Br:1][C:2]1[N:3]=[CH:4][C:5]([O:8][CH2:17][CH2:16][NH:15][C:14](=[O:19])[O:13][C:9]([CH3:12])([CH3:11])[CH3:10])=[CH:6][CH:7]=1. The yield is 0.200. (6) The reactants are [OH:1][C:2]1[C:7]([O:8][CH3:9])=[CH:6][C:5]([CH2:10][C:11]([OH:13])=[O:12])=[CH:4][C:3]=1[O:14][CH3:15].[CH3:16]O.S(=O)(=O)(O)O. The catalyst is C(OCC)(=O)C. The product is [CH3:16][O:12][C:11](=[O:13])[CH2:10][C:5]1[CH:4]=[C:3]([O:14][CH3:15])[C:2]([OH:1])=[C:7]([O:8][CH3:9])[CH:6]=1. The yield is 0.750.